From a dataset of Reaction yield outcomes from USPTO patents with 853,638 reactions. Predict the reaction yield, written as a fraction of the theoretical maximum amount of product (1.0 means a 100% yield; for example, 0.34 means a 34% yield). The reactants are [CH2:1]([N:5]1[C:13]2[C:12](=[O:14])[N:11]([CH3:15])[C:10](Cl)=[N:9][C:8]=2[N:7]=[C:6]1[N:17]1[CH2:22][CH2:21][N:20]([C:23]([O:25][C:26]([CH3:29])([CH3:28])[CH3:27])=[O:24])[CH2:19][CH2:18]1)[C:2]#[C:3][CH3:4].[C:30]([NH2:39])(=[O:38])[C:31]1[C:32](=[CH:34][CH:35]=[CH:36][CH:37]=1)[OH:33].C(=O)([O-])[O-].[K+].[K+].O. The catalyst is CN1CCCC1=O. The product is [CH2:1]([N:5]1[C:13]2[C:12](=[O:14])[N:11]([CH3:15])[C:10]([O:33][C:32]3[CH:34]=[CH:35][CH:36]=[CH:37][C:31]=3[C:30](=[O:38])[NH2:39])=[N:9][C:8]=2[N:7]=[C:6]1[N:17]1[CH2:22][CH2:21][N:20]([C:23]([O:25][C:26]([CH3:29])([CH3:28])[CH3:27])=[O:24])[CH2:19][CH2:18]1)[C:2]#[C:3][CH3:4]. The yield is 0.890.